From a dataset of Full USPTO retrosynthesis dataset with 1.9M reactions from patents (1976-2016). Predict the reactants needed to synthesize the given product. (1) Given the product [C:21]([O:25][C:26](=[O:44])[NH:27][C:28]1[CH:33]=[CH:32][C:31]([C:2]2[C:10]3[C:5](=[N:6][C:7]([NH:11][CH2:12][CH2:13][N:14]4[CH2:19][CH2:18][O:17][CH2:16][CH2:15]4)=[N:8][CH:9]=3)[N:4]([CH3:20])[N:3]=2)=[CH:30][C:29]=1[CH3:43])([CH3:24])([CH3:23])[CH3:22], predict the reactants needed to synthesize it. The reactants are: Cl[C:2]1[C:10]2[C:5](=[N:6][C:7]([NH:11][CH2:12][CH2:13][N:14]3[CH2:19][CH2:18][O:17][CH2:16][CH2:15]3)=[N:8][CH:9]=2)[N:4]([CH3:20])[N:3]=1.[C:21]([O:25][C:26](=[O:44])[NH:27][C:28]1[CH:33]=[CH:32][C:31](B2OC(C)(C)C(C)(C)O2)=[CH:30][C:29]=1[CH3:43])([CH3:24])([CH3:23])[CH3:22]. (2) Given the product [CH3:26][N:27]=[CH:1][C:3]1[CH2:9][C:8]2[CH:10]=[C:11]3[O:16][CH2:15][O:14][C:12]3=[CH:13][C:7]=2[C:6]([C:17]2[CH:22]=[CH:21][C:20]([N+:23]([O-:25])=[O:24])=[CH:19][CH:18]=2)=[N:5][N:4]=1, predict the reactants needed to synthesize it. The reactants are: [CH:1]([C:3]1[CH2:9][C:8]2[CH:10]=[C:11]3[O:16][CH2:15][O:14][C:12]3=[CH:13][C:7]=2[C:6]([C:17]2[CH:22]=[CH:21][C:20]([N+:23]([O-:25])=[O:24])=[CH:19][CH:18]=2)=[N:5][N:4]=1)=O.[CH3:26][NH2:27]. (3) Given the product [C@@H:13]1([NH:22][C:7](=[O:9])[C:6]2[CH:10]=[CH:11][C:3]([O:2][CH3:1])=[C:4]([CH3:12])[CH:5]=2)[C:21]2[C:16](=[CH:17][CH:18]=[CH:19][CH:20]=2)[CH2:15][CH2:14]1, predict the reactants needed to synthesize it. The reactants are: [CH3:1][O:2][C:3]1[CH:11]=[CH:10][C:6]([C:7]([OH:9])=O)=[CH:5][C:4]=1[CH3:12].[C@@H:13]1([NH2:22])[C:21]2[C:16](=[CH:17][CH:18]=[CH:19][CH:20]=2)[CH2:15][CH2:14]1. (4) The reactants are: [NH2:1][C:2]1[CH:3]=[C:4]([C:8]2[C:22]([C:23]3[CH:28]=[CH:27][N:26]=[C:25]([NH:29][CH:30]4[CH2:34][CH2:33][CH2:32][CH2:31]4)[N:24]=3)=[C:11]3[CH:12]=[CH:13][CH:14]=[C:15]([NH:16][CH:17]4[CH2:21][CH2:20][CH2:19][CH2:18]4)[N:10]3[N:9]=2)[CH:5]=[CH:6][CH:7]=1.N1C=CC=CC=1.[CH3:41][S:42](Cl)(=[O:44])=[O:43].C(OCC)(=O)C. Given the product [CH:17]1([NH:16][C:15]2[N:10]3[N:9]=[C:8]([C:4]4[CH:3]=[C:2]([NH:1][S:42]([CH3:41])(=[O:44])=[O:43])[CH:7]=[CH:6][CH:5]=4)[C:22]([C:23]4[CH:28]=[CH:27][N:26]=[C:25]([NH:29][CH:30]5[CH2:31][CH2:32][CH2:33][CH2:34]5)[N:24]=4)=[C:11]3[CH:12]=[CH:13][CH:14]=2)[CH2:21][CH2:20][CH2:19][CH2:18]1, predict the reactants needed to synthesize it. (5) Given the product [CH3:11][N:8]1[CH:7]=[C:6]2[C:10]([C:2]([B:12]3[O:16][C:15]([CH3:18])([CH3:17])[C:14]([CH3:20])([CH3:19])[O:13]3)=[CH:3][CH:4]=[CH:5]2)=[N:9]1, predict the reactants needed to synthesize it. The reactants are: Br[C:2]1[C:10]2[C:6](=[CH:7][N:8]([CH3:11])[N:9]=2)[CH:5]=[CH:4][CH:3]=1.[B:12]1([B:12]2[O:16][C:15]([CH3:18])([CH3:17])[C:14]([CH3:20])([CH3:19])[O:13]2)[O:16][C:15]([CH3:18])([CH3:17])[C:14]([CH3:20])([CH3:19])[O:13]1.C([O-])(=O)C.[K+].